Task: Predict the product of the given reaction.. Dataset: Forward reaction prediction with 1.9M reactions from USPTO patents (1976-2016) Given the reactants [NH2:1][C@@H:2]([CH3:18])[CH2:3][N:4]1[CH:8]=[CH:7][C:6]([C:9]2[CH:16]=[CH:15][C:12]([C:13]#[N:14])=[C:11]([Cl:17])[CH:10]=2)=[N:5]1.[CH:19]([C:22]1[N:26]=[C:25]([C:27](O)=[O:28])[O:24][N:23]=1)([CH3:21])[CH3:20].C1C=CC2N(O)N=NC=2C=1.CCN(C(C)C)C(C)C.CCN=C=NCCCN(C)C, predict the reaction product. The product is: [Cl:17][C:11]1[CH:10]=[C:9]([C:6]2[CH:7]=[CH:8][N:4]([CH2:3][C@@H:2]([NH:1][C:27]([C:25]3[O:24][N:23]=[C:22]([CH:19]([CH3:21])[CH3:20])[N:26]=3)=[O:28])[CH3:18])[N:5]=2)[CH:16]=[CH:15][C:12]=1[C:13]#[N:14].